This data is from Catalyst prediction with 721,799 reactions and 888 catalyst types from USPTO. The task is: Predict which catalyst facilitates the given reaction. (1) The catalyst class is: 5. Product: [OH:1][CH2:2][CH2:3][N:4]1[C:11]2[CH2:12][CH2:13][CH2:14][C:15](=[O:16])[C:10]=2[CH:9]=[N:5]1. Reactant: [OH:1][CH2:2][CH2:3][NH:4][NH2:5].CN([CH:9]=[C:10]1[C:15](=[O:16])[CH2:14][CH2:13][CH2:12][C:11]1=O)C. (2) Reactant: [C:1]1([N:7]=[C:8]=[O:9])[CH:6]=[CH:5][CH:4]=[CH:3][CH:2]=1.[CH3:10][O:11][C:12]1[CH:17]=[CH:16][C:15]([CH3:18])=[CH:14][C:13]=1[NH:19][C:20]([NH:22][C:23]1[CH:28]=[CH:27][C:26]([N:29]2[CH2:34][CH2:33][NH:32][CH2:31][CH2:30]2)=[CH:25][CH:24]=1)=[O:21].CO. Product: [C:1]1([NH:7][C:8]([N:32]2[CH2:33][CH2:34][N:29]([C:26]3[CH:27]=[CH:28][C:23]([NH:22][C:20]([NH:19][C:13]4[CH:14]=[C:15]([CH3:18])[CH:16]=[CH:17][C:12]=4[O:11][CH3:10])=[O:21])=[CH:24][CH:25]=3)[CH2:30][CH2:31]2)=[O:9])[CH:6]=[CH:5][CH:4]=[CH:3][CH:2]=1. The catalyst class is: 7. (3) The catalyst class is: 103. Reactant: C(=O)([O-])[O-].[Cs+].[Cs+].FC(F)(F)S(O[C:13]1[CH:14]=[CH:15][C:16]2[O:20][C:19]([C:21]3[CH:26]=[CH:25][C:24]([F:27])=[CH:23][CH:22]=3)=[C:18]([C:28](=[O:31])[NH:29][CH3:30])[C:17]=2[CH:32]=1)(=O)=O.[C:35]([C:37]1[CH:38]=[C:39](B(O)O)[CH:40]=[CH:41][CH:42]=1)#[N:36].O1CCOCC1. Product: [C:35]([C:37]1[CH:42]=[C:41]([C:13]2[CH:14]=[CH:15][C:16]3[O:20][C:19]([C:21]4[CH:22]=[CH:23][C:24]([F:27])=[CH:25][CH:26]=4)=[C:18]([C:28]([NH:29][CH3:30])=[O:31])[C:17]=3[CH:32]=2)[CH:40]=[CH:39][CH:38]=1)#[N:36]. (4) Reactant: Br[C:2]1[CH:3]=[CH:4][C:5]2[N:6]([N:8]=[CH:9][N:10]=2)[CH:7]=1.[CH3:11]C([O-])=O.[K+].C([O-])([O-])=O.[K+].[K+].Cl[C:23]1[C:31]([CH2:32][CH3:33])=[CH:30][C:26]([C:27]([O-:29])=[O:28])=[C:25]([O:34][CH3:35])[N:24]=1. Product: [N:10]1[CH:9]=[N:8][N:6]2[CH:7]=[C:2]([C:23]3[C:31]([CH2:32][CH3:33])=[CH:30][C:26]([C:27]([O:29][CH3:11])=[O:28])=[C:25]([O:34][CH3:35])[N:24]=3)[CH:3]=[CH:4][C:5]=12. The catalyst class is: 263. (5) Reactant: C[O:2][C:3]([C:5]1[O:6][C:7]([CH2:10][O:11][C:12]2[CH:17]=[CH:16][C:15](I)=[CH:14][CH:13]=2)=[CH:8][CH:9]=1)=[O:4].[CH3:19][C:20]1[CH:25]=[CH:24][C:23](B(O)O)=[CH:22][CH:21]=1.[OH-].[Na+]. Product: [CH3:19][C:20]1[CH:25]=[CH:24][C:23]([C:15]2[CH:16]=[CH:17][C:12]([O:11][CH2:10][C:7]3[O:6][C:5]([C:3]([OH:2])=[O:4])=[CH:9][CH:8]=3)=[CH:13][CH:14]=2)=[CH:22][CH:21]=1. The catalyst class is: 713. (6) Reactant: [CH3:1][N:2]1[C:6]([NH:7][C:8](=O)[C:9]2[CH:14]=[CH:13][C:12]([C:15]([F:18])([F:17])[F:16])=[CH:11][N:10]=2)=[C:5]([C:20]([O:22]CC)=O)[CH:4]=[N:3]1.C1(P(C2C=CC=CC=2)C2C=CC=CC=2)C=CC=CC=1.C(Cl)(Cl)(Cl)Cl.C([O-])(=O)C.[NH4+:53]. Product: [CH3:1][N:2]1[C:6]2[N:7]=[C:8]([C:9]3[CH:14]=[CH:13][C:12]([C:15]([F:18])([F:17])[F:16])=[CH:11][N:10]=3)[NH:53][C:20](=[O:22])[C:5]=2[CH:4]=[N:3]1. The catalyst class is: 115. (7) Reactant: [C:1]1([CH2:7][CH2:8][CH2:9][CH2:10][OH:11])[CH:6]=[CH:5][CH:4]=[CH:3][CH:2]=1.CC(OI1(OC(C)=O)(OC(C)=O)OC(=O)C2C=CC=CC1=2)=O. Product: [C:1]1([CH2:7][CH2:8][CH2:9][CH:10]=[O:11])[CH:6]=[CH:5][CH:4]=[CH:3][CH:2]=1. The catalyst class is: 2.